This data is from Full USPTO retrosynthesis dataset with 1.9M reactions from patents (1976-2016). The task is: Predict the reactants needed to synthesize the given product. (1) The reactants are: [F:1][C:2]1[CH:3]=[C:4]([CH:7]=[CH:8][C:9]=1[C:10]([F:13])([F:12])[F:11])[CH:5]=O.C(O)(=O)[CH2:15][C:16]([OH:18])=[O:17].N1CCCCC1.Cl. Given the product [F:1][C:2]1[CH:3]=[C:4]([CH:5]=[CH:15][C:16]([OH:18])=[O:17])[CH:7]=[CH:8][C:9]=1[C:10]([F:13])([F:12])[F:11], predict the reactants needed to synthesize it. (2) Given the product [Br:10][C:11]1[CH:19]=[C:18]([C:20]([F:21])([F:22])[F:23])[CH:17]=[C:16]2[C:12]=1[CH2:13][CH2:14][N:15]2[C:7]([CH:4]1[CH2:5][CH2:6][O:1][CH2:2][CH2:3]1)=[O:8], predict the reactants needed to synthesize it. The reactants are: [O:1]1[CH2:6][CH2:5][CH:4]([C:7](Cl)=[O:8])[CH2:3][CH2:2]1.[Br:10][C:11]1[CH:19]=[C:18]([C:20]([F:23])([F:22])[F:21])[CH:17]=[C:16]2[C:12]=1[CH2:13][CH2:14][NH:15]2.N1C=CC=CC=1.Cl. (3) Given the product [C:1]([O:5][C:6]([NH:8][C@H:9]([C:14]([NH:56][C@H:57]([C:59]([O:61][CH2:62][CH2:63][O:64][C:65]1[CH:70]=[CH:69][C:68]([C:71]2[C:76]([C:77]#[N:78])=[C:75]([N:79]3[CH2:80][CH2:81][CH2:82][CH2:83]3)[N:74]=[C:73]([S:84][CH2:85][C:86]3[N:87]=[C:88]([C:91]4[CH:92]=[CH:93][C:94]([Cl:97])=[CH:95][CH:96]=4)[S:89][CH:90]=3)[C:72]=2[C:98]#[N:99])=[CH:67][CH:66]=1)=[O:60])[CH3:58])=[O:16])[C@H:10]([CH2:12][CH3:13])[CH3:11])=[O:7])([CH3:2])([CH3:3])[CH3:4], predict the reactants needed to synthesize it. The reactants are: [C:1]([O:5][C:6]([NH:8][C@H:9]([C:14]([OH:16])=O)[C@H:10]([CH2:12][CH3:13])[CH3:11])=[O:7])([CH3:4])([CH3:3])[CH3:2].Cl.CN(C)CCCN=C=NCC.O.ON1C2C=CC=CC=2N=N1.C(N(CC)C(C)C)(C)C.FC(F)(F)C(O)=O.[NH2:56][C@H:57]([C:59]([O:61][CH2:62][CH2:63][O:64][C:65]1[CH:70]=[CH:69][C:68]([C:71]2[C:76]([C:77]#[N:78])=[C:75]([N:79]3[CH2:83][CH2:82][CH2:81][CH2:80]3)[N:74]=[C:73]([S:84][CH2:85][C:86]3[N:87]=[C:88]([C:91]4[CH:96]=[CH:95][C:94]([Cl:97])=[CH:93][CH:92]=4)[S:89][CH:90]=3)[C:72]=2[C:98]#[N:99])=[CH:67][CH:66]=1)=[O:60])[CH3:58].